Dataset: Peptide-MHC class II binding affinity with 134,281 pairs from IEDB. Task: Regression. Given a peptide amino acid sequence and an MHC pseudo amino acid sequence, predict their binding affinity value. This is MHC class II binding data. (1) The binding affinity (normalized) is 0.206. The MHC is HLA-DPA10201-DPB10501 with pseudo-sequence HLA-DPA10201-DPB10501. The peptide sequence is AAYKLAYKTAEGATP. (2) The peptide sequence is QKLMEDINVGFKAAV. The MHC is HLA-DQA10102-DQB10602 with pseudo-sequence HLA-DQA10102-DQB10602. The binding affinity (normalized) is 0.338. (3) The peptide sequence is EKKYFAATQDEPLAA. The MHC is DRB1_1001 with pseudo-sequence DRB1_1001. The binding affinity (normalized) is 0.757. (4) The peptide sequence is PCKGDSVTIKLDGNL. The MHC is DRB1_0405 with pseudo-sequence DRB1_0405. The binding affinity (normalized) is 0.180. (5) The peptide sequence is VAANRIQLLALIATN. The MHC is DRB1_1201 with pseudo-sequence DRB1_1201. The binding affinity (normalized) is 0.506.